This data is from Buchwald-Hartwig C-N cross coupling reaction yields with 55,370 reactions. The task is: Predict the reaction yield, written as a fraction of the theoretical maximum amount of product (1.0 means a 100% yield; for example, 0.34 means a 34% yield). (1) The reactants are FC(F)(F)c1ccc(Cl)cc1.Cc1ccc(N)cc1.O=S(=O)(O[Pd]1c2ccccc2-c2ccccc2N~1)C(F)(F)F.CC(C)c1cc(C(C)C)c(-c2ccccc2P(C2CCCCC2)C2CCCCC2)c(C(C)C)c1.CN(C)C(=NC(C)(C)C)N(C)C.COC(=O)c1ccno1. No catalyst specified. The product is Cc1ccc(Nc2ccc(C(F)(F)F)cc2)cc1. The yield is 0.0713. (2) The reactants are FC(F)(F)c1ccc(Br)cc1.Cc1ccc(N)cc1.O=S(=O)(O[Pd]1c2ccccc2-c2ccccc2N~1)C(F)(F)F.CC(C)c1cc(C(C)C)c(-c2ccccc2P(C2CCCCC2)C2CCCCC2)c(C(C)C)c1.CCN=P(N=P(N(C)C)(N(C)C)N(C)C)(N(C)C)N(C)C.Fc1cccc(F)c1-c1ccno1. No catalyst specified. The product is Cc1ccc(Nc2ccc(C(F)(F)F)cc2)cc1. The yield is 0.151. (3) The reactants are Brc1ccccn1.Cc1ccc(N)cc1.O=S(=O)(O[Pd]1c2ccccc2-c2ccccc2N~1)C(F)(F)F.CC(C)c1cc(C(C)C)c(-c2ccccc2P(C(C)(C)C)C(C)(C)C)c(C(C)C)c1.CCN=P(N=P(N(C)C)(N(C)C)N(C)C)(N(C)C)N(C)C.Cc1cc(-n2cccc2)no1. No catalyst specified. The product is Cc1ccc(Nc2ccccn2)cc1. The yield is 0.630. (4) The yield is 0.441. No catalyst specified. The reactants are COc1ccc(Cl)cc1.Cc1ccc(N)cc1.O=S(=O)(O[Pd]1c2ccccc2-c2ccccc2N~1)C(F)(F)F.COc1ccc(OC)c(P([C@]23C[C@H]4C[C@H](C[C@H](C4)C2)C3)[C@]23C[C@H]4C[C@H](C[C@H](C4)C2)C3)c1-c1c(C(C)C)cc(C(C)C)cc1C(C)C.CN1CCCN2CCCN=C12.c1ccc(CN(Cc2ccccc2)c2ccon2)cc1. The product is COc1ccc(Nc2ccc(C)cc2)cc1. (5) The reactants are FC(F)(F)c1ccc(Br)cc1.Cc1ccc(N)cc1.O=S(=O)(O[Pd]1c2ccccc2-c2ccccc2N~1)C(F)(F)F.CC(C)c1cc(C(C)C)c(-c2ccccc2P(C2CCCCC2)C2CCCCC2)c(C(C)C)c1.CN(C)C(=NC(C)(C)C)N(C)C.Cc1cc(C)on1. No catalyst specified. The product is Cc1ccc(Nc2ccc(C(F)(F)F)cc2)cc1. The yield is 0.304. (6) The reactants are COc1ccc(Br)cc1.Cc1ccc(N)cc1.O=S(=O)(O[Pd]1c2ccccc2-c2ccccc2N~1)C(F)(F)F.COc1ccc(OC)c(P(C(C)(C)C)C(C)(C)C)c1-c1c(C(C)C)cc(C(C)C)cc1C(C)C.CCN=P(N=P(N(C)C)(N(C)C)N(C)C)(N(C)C)N(C)C.CCOC(=O)c1cc(C)no1. No catalyst specified. The product is COc1ccc(Nc2ccc(C)cc2)cc1. The yield is 0.405. (7) The yield is 0.471. The reactants are COc1ccc(Br)cc1.Cc1ccc(N)cc1.O=S(=O)(O[Pd]1c2ccccc2-c2ccccc2N~1)C(F)(F)F.COc1ccc(OC)c(P(C(C)(C)C)C(C)(C)C)c1-c1c(C(C)C)cc(C(C)C)cc1C(C)C.CN1CCCN2CCCN=C12.CCOC(=O)c1cc(C)on1. The product is COc1ccc(Nc2ccc(C)cc2)cc1. No catalyst specified. (8) The reactants are CCc1ccc(I)cc1.Cc1ccc(N)cc1.O=S(=O)(O[Pd]1c2ccccc2-c2ccccc2N~1)C(F)(F)F.CC(C)c1cc(C(C)C)c(-c2ccccc2P(C(C)(C)C)C(C)(C)C)c(C(C)C)c1.CN(C)C(=NC(C)(C)C)N(C)C.COC(=O)c1ccno1. No catalyst specified. The product is CCc1ccc(Nc2ccc(C)cc2)cc1. The yield is 0.506. (9) The reactants are COc1ccc(Cl)cc1.Cc1ccc(N)cc1.O=S(=O)(O[Pd]1c2ccccc2-c2ccccc2N~1)C(F)(F)F.CC(C)c1cc(C(C)C)c(-c2ccccc2P(C(C)(C)C)C(C)(C)C)c(C(C)C)c1.CCN=P(N=P(N(C)C)(N(C)C)N(C)C)(N(C)C)N(C)C.Cc1ccno1. No catalyst specified. The product is COc1ccc(Nc2ccc(C)cc2)cc1. The yield is 0.0258. (10) The reactants are Brc1cccnc1.Cc1ccc(N)cc1.O=S(=O)(O[Pd]1c2ccccc2-c2ccccc2N~1)C(F)(F)F.CC(C)c1cc(C(C)C)c(-c2ccccc2P(C(C)(C)C)C(C)(C)C)c(C(C)C)c1.CCN=P(N=P(N(C)C)(N(C)C)N(C)C)(N(C)C)N(C)C.c1ccc(-c2cnoc2)cc1. No catalyst specified. The product is Cc1ccc(Nc2cccnc2)cc1. The yield is 0.740.